Dataset: Catalyst prediction with 721,799 reactions and 888 catalyst types from USPTO. Task: Predict which catalyst facilitates the given reaction. (1) Reactant: [N:1]1[CH:6]=[CH:5][CH:4]=[CH:3][C:2]=1[NH:7][C:8](=[O:14])[O:9][C:10]([CH3:13])([CH3:12])[CH3:11].ClC1C=CC=C(C(OO)=[O:23])C=1. Product: [N:1]1[CH:6]=[CH:5][CH:4]=[CH:3][C:2]=1[NH+:7]([O-:23])[C:8](=[O:14])[O:9][C:10]([CH3:11])([CH3:13])[CH3:12]. The catalyst class is: 13. (2) Product: [F:1][C:2]1[CH:3]=[C:4]([CH:9]=[C:10]([F:16])[C:11]=1[O:12][CH2:13][C:14]#[CH:15])[C:5]([OH:7])=[O:6]. Reactant: [F:1][C:2]1[CH:3]=[C:4]([CH:9]=[C:10]([F:16])[C:11]=1[O:12][CH2:13][C:14]#[CH:15])[C:5]([O:7]C)=[O:6].[OH-].[Na+]. The catalyst class is: 8. (3) Reactant: Cl[CH2:2][C:3]([NH:5][C:6]1[S:7][CH:8]=[C:9]([C:11]2[CH:16]=[CH:15][N:14]=[CH:13][CH:12]=2)[N:10]=1)=[O:4].[NH2:17][C:18]1[CH:23]=[CH:22][CH:21]=[CH:20][CH:19]=1. Product: [C:18]1([NH:17][CH2:2][C:3]([NH:5][C:6]2[S:7][CH:8]=[C:9]([C:11]3[CH:16]=[CH:15][N:14]=[CH:13][CH:12]=3)[N:10]=2)=[O:4])[CH:23]=[CH:22][CH:21]=[CH:20][CH:19]=1. The catalyst class is: 259.